This data is from Peptide-MHC class I binding affinity with 185,985 pairs from IEDB/IMGT. The task is: Regression. Given a peptide amino acid sequence and an MHC pseudo amino acid sequence, predict their binding affinity value. This is MHC class I binding data. (1) The peptide sequence is EENLLDFVRF. The MHC is HLA-A30:02 with pseudo-sequence HLA-A30:02. The binding affinity (normalized) is 0. (2) The peptide sequence is ILIYNGWYA. The MHC is HLA-B08:01 with pseudo-sequence HLA-B08:01. The binding affinity (normalized) is 0.